From a dataset of Reaction yield outcomes from USPTO patents with 853,638 reactions. Predict the reaction yield, written as a fraction of the theoretical maximum amount of product (1.0 means a 100% yield; for example, 0.34 means a 34% yield). (1) The reactants are [CH2:1]([O:8][C:9]([NH:11][C@H:12]([C:16]([OH:18])=[O:17])[CH2:13][CH2:14][OH:15])=[O:10])[C:2]1[CH:7]=[CH:6][CH:5]=[CH:4][CH:3]=1.[C:19]([O-])(=[O:21])[CH3:20].[Na+].C(Cl)(=O)C. The catalyst is C(O)(=O)C. The product is [CH2:1]([O:8][C:9]([NH:11][C@H:12]([C:16]([OH:18])=[O:17])[CH2:13][CH2:14][O:15][C:19](=[O:21])[CH3:20])=[O:10])[C:2]1[CH:3]=[CH:4][CH:5]=[CH:6][CH:7]=1. The yield is 0.670. (2) The reactants are [F:1][C:2]([F:7])([F:6])[C:3]([OH:5])=[O:4].[CH2:8]([N:10]([CH2:12][C:13]1[S:17][CH:16]=[C:15]([C:18]2[CH:19]=[C:20]3[C:24](=[C:25]([C:27]([NH2:29])=[O:28])[CH:26]=2)[NH:23][CH:22]=[C:21]3[CH:30]2[CH2:35][CH2:34][N:33]([S:36]([CH2:39][CH3:40])(=[O:38])=[O:37])[CH2:32][CH2:31]2)[CH:14]=1)[CH3:11])[CH3:9].[CH3:41][NH:42][CH2:43]C. No catalyst specified. The product is [F:1][C:2]([F:7])([F:6])[C:3]([OH:5])=[O:4].[CH3:41][N:42]([CH3:43])[CH2:9][CH2:8][N:10]([CH2:12][C:13]1[S:17][CH:16]=[C:15]([C:18]2[CH:19]=[C:20]3[C:24](=[C:25]([C:27]([NH2:29])=[O:28])[CH:26]=2)[NH:23][CH:22]=[C:21]3[CH:30]2[CH2:35][CH2:34][N:33]([S:36]([CH2:39][CH3:40])(=[O:37])=[O:38])[CH2:32][CH2:31]2)[CH:14]=1)[CH3:11]. The yield is 0.403.